The task is: Predict the product of the given reaction.. This data is from Forward reaction prediction with 1.9M reactions from USPTO patents (1976-2016). The product is: [CH:5]([C:4]1[CH:7]=[CH:8][C:9]([OH:10])=[C:2]([O:1][C:13](=[O:15])[CH3:14])[CH:3]=1)=[O:6]. Given the reactants [OH:1][C:2]1[CH:3]=[C:4]([CH:7]=[CH:8][C:9]=1[OH:10])[CH:5]=[O:6].[H-].[Na+].[C:13](OC(=O)C)(=[O:15])[CH3:14].Cl, predict the reaction product.